Dataset: Retrosynthesis with 50K atom-mapped reactions and 10 reaction types from USPTO. Task: Predict the reactants needed to synthesize the given product. Given the product CNC(=O)c1cc(F)ccc1[N+](=O)[O-], predict the reactants needed to synthesize it. The reactants are: CN.O=C(O)c1cc(F)ccc1[N+](=O)[O-].